Dataset: Forward reaction prediction with 1.9M reactions from USPTO patents (1976-2016). Task: Predict the product of the given reaction. (1) Given the reactants [Br:1][C:2]1[CH:7]=[CH:6][C:5]([C:8](=[O:10])[CH3:9])=[CH:4][CH:3]=1.CB1N2CCC[C@H]2C(C2C=CC=CC=2)(C2C=CC=CC=2)O1.CO, predict the reaction product. The product is: [Br:1][C:2]1[CH:7]=[CH:6][C:5]([C@H:8]([OH:10])[CH3:9])=[CH:4][CH:3]=1. (2) Given the reactants [Br:1][C:2]1[CH:7]=[C:6]([N:8]2[C:16]3[CH2:15][CH2:14][CH2:13][CH2:12][C:11]=3[C:10]([C:17]([OH:19])=O)=[N:9]2)[CH:5]=[CH:4][N:3]=1.[Cl-].[NH4+:21], predict the reaction product. The product is: [Br:1][C:2]1[CH:7]=[C:6]([N:8]2[C:16]3[CH2:15][CH2:14][CH2:13][CH2:12][C:11]=3[C:10]([C:17]([NH2:21])=[O:19])=[N:9]2)[CH:5]=[CH:4][N:3]=1. (3) Given the reactants Cl[CH2:2][CH2:3][O:4][C:5]1[CH:14]=[C:13]2[C:8]([C:9]([O:15][C:16]3[C:17]([C:24]4[CH:29]=[CH:28][CH:27]=[C:26]([CH3:30])[N:25]=4)=[N:18][C:19]([CH3:23])=[C:20]([CH3:22])[CH:21]=3)=[CH:10][CH:11]=[N:12]2)=[CH:7][C:6]=1[O:31][CH3:32].C(=O)([O-])[O-].[K+].[K+].[NH2:39][CH2:40][CH2:41][OH:42], predict the reaction product. The product is: [CH3:32][O:31][C:6]1[CH:7]=[C:8]2[C:13](=[CH:14][C:5]=1[O:4][CH2:3][CH2:2][NH:39][CH2:40][CH2:41][OH:42])[N:12]=[CH:11][CH:10]=[C:9]2[O:15][C:16]1[C:17]([C:24]2[CH:29]=[CH:28][CH:27]=[C:26]([CH3:30])[N:25]=2)=[N:18][C:19]([CH3:23])=[C:20]([CH3:22])[CH:21]=1. (4) Given the reactants [F:1][C:2]([F:43])([F:42])[C:3]1[CH:4]=[C:5]([CH:35]=[C:36]([C:38]([F:41])([F:40])[F:39])[CH:37]=1)[CH2:6][N:7]([C:29]1[N:30]=[N:31][N:32]([CH3:34])[N:33]=1)[C@@H:8]1[C:14]2=[CH:15][C:16]3[CH2:17][O:18][CH2:19][C:20]=3[CH:21]=[C:13]2[N:12]([CH2:22][C:23]2[CH:28]=[CH:27][N:26]=[CH:25][CH:24]=2)[CH2:11][CH2:10][CH2:9]1.[ClH:44], predict the reaction product. The product is: [ClH:44].[F:43][C:2]([F:1])([F:42])[C:3]1[CH:4]=[C:5]([CH:35]=[C:36]([C:38]([F:39])([F:40])[F:41])[CH:37]=1)[CH2:6][N:7]([C:29]1[N:30]=[N:31][N:32]([CH3:34])[N:33]=1)[C@@H:8]1[C:14]2=[CH:15][C:16]3[CH2:17][O:18][CH2:19][C:20]=3[CH:21]=[C:13]2[N:12]([CH2:22][C:23]2[CH:24]=[CH:25][N:26]=[CH:27][CH:28]=2)[CH2:11][CH2:10][CH2:9]1. (5) Given the reactants [H-].[Na+].[Br:3][C:4]1[CH:9]=[CH:8][C:7]([OH:10])=[CH:6][CH:5]=1.F[C:12]1[CH:13]=[CH:14][C:15]([N+:20]([O-:22])=[O:21])=[C:16]([CH:19]=1)[CH:17]=[O:18], predict the reaction product. The product is: [N+:20]([C:15]1[CH:14]=[CH:13][C:12]([O:10][C:7]2[CH:8]=[CH:9][C:4]([Br:3])=[CH:5][CH:6]=2)=[CH:19][C:16]=1[CH:17]=[O:18])([O-:22])=[O:21].